This data is from Catalyst prediction with 721,799 reactions and 888 catalyst types from USPTO. The task is: Predict which catalyst facilitates the given reaction. (1) Reactant: [OH:1][CH2:2][C:3]([CH2:14][OH:15])([C:9]([O:11][CH2:12][CH3:13])=[O:10])[C:4]([O:6][CH2:7][CH3:8])=[O:5].CO[C:18](OC)([CH3:20])[CH3:19].S(=O)(=O)(O)O.C(=O)([O-])[O-].[Na+].[Na+]. Product: [CH2:12]([O:11][C:9]([C:3]1([C:4]([O:6][CH2:7][CH3:8])=[O:5])[CH2:2][O:1][C:18]([CH3:20])([CH3:19])[O:15][CH2:14]1)=[O:10])[CH3:13]. The catalyst class is: 21. (2) Reactant: C(OC(=O)[NH:7][CH:8]([CH3:27])[C:9]([NH:11][C:12]1[CH:17]=[C:16]([Cl:18])[CH:15]=[C:14]([C:19]#[C:20][C:21]2[CH:26]=[CH:25][CH:24]=[CH:23][CH:22]=2)[N:13]=1)=[O:10])(C)(C)C.C(Cl)Cl.C(O)(C(F)(F)F)=O. Product: [NH2:7][CH:8]([CH3:27])[C:9]([NH:11][C:12]1[CH:17]=[C:16]([Cl:18])[CH:15]=[C:14]([C:19]#[C:20][C:21]2[CH:26]=[CH:25][CH:24]=[CH:23][CH:22]=2)[N:13]=1)=[O:10]. The catalyst class is: 2. (3) Reactant: CN(C(ON1N=N[C:11]2[CH:12]=[CH:13][CH:14]=N[C:10]1=2)=[N+](C)C)C.F[P-](F)(F)(F)(F)F.[CH:25](N(CC)C(C)C)(C)[CH3:26].[CH2:34]([O:41][C:42]([NH:44][CH2:45][CH2:46][CH2:47][C@@H:48]([C:57]([OH:59])=O)[NH:49][C:50]([O:52][C:53]([CH3:56])([CH3:55])[CH3:54])=[O:51])=[O:43])[C:35]1[CH:40]=[CH:39][CH:38]=[CH:37][CH:36]=1.Cl.C([N:68]([C@H:72]([CH2:77][C:78]([NH:80][CH2:81][CH2:82][NH:83][C:84]([O:86][CH2:87][C:88]1[CH:93]=[CH:92][CH:91]=[CH:90][CH:89]=1)=[O:85])=[O:79])[CH2:73][CH2:74][CH2:75][NH2:76])[C:69](=[O:71])[OH:70])C1C=CC=CC=1. Product: [CH2:87]([O:86][C:84](=[O:85])[NH:83][CH2:82][CH2:81][NH:80][C:78](=[O:79])[CH2:77][C@@H:72]([NH:68][C:69]([O:70][CH2:10][C:11]1[CH:26]=[CH:25][CH:14]=[CH:13][CH:12]=1)=[O:71])[CH2:73][CH2:74][CH2:75][NH:76][C:57](=[O:59])[C@H:48]([CH2:47][CH2:46][CH2:45][NH:44][C:42]([O:41][CH2:34][C:35]1[CH:36]=[CH:37][CH:38]=[CH:39][CH:40]=1)=[O:43])[NH:49][C:50]([O:52][C:53]([CH3:54])([CH3:55])[CH3:56])=[O:51])[C:88]1[CH:89]=[CH:90][CH:91]=[CH:92][CH:93]=1. The catalyst class is: 3.